Task: Predict the reactants needed to synthesize the given product.. Dataset: Full USPTO retrosynthesis dataset with 1.9M reactions from patents (1976-2016) Given the product [Si:1]([O:8][CH:9]([CH:19]1[CH2:28][CH2:27][C:26]2[C:21](=[CH:22][CH:23]=[C:24]([O:29][C:30]3[CH:31]=[CH:32][CH:33]=[CH:34][CH:35]=3)[CH:25]=2)[CH2:20]1)[C:10]1[O:11][C:12]([C:15]([NH2:36])=[O:17])=[CH:13][N:14]=1)([C:4]([CH3:6])([CH3:5])[CH3:7])([CH3:2])[CH3:3], predict the reactants needed to synthesize it. The reactants are: [Si:1]([O:8][CH:9]([CH:19]1[CH2:28][CH2:27][C:26]2[C:21](=[CH:22][CH:23]=[C:24]([O:29][C:30]3[CH:35]=[CH:34][CH:33]=[CH:32][CH:31]=3)[CH:25]=2)[CH2:20]1)[C:10]1[O:11][C:12]([C:15]([O:17]C)=O)=[CH:13][N:14]=1)([C:4]([CH3:7])([CH3:6])[CH3:5])([CH3:3])[CH3:2].[NH3:36].CO.